This data is from Forward reaction prediction with 1.9M reactions from USPTO patents (1976-2016). The task is: Predict the product of the given reaction. (1) Given the reactants [Br:1]N1C(=O)CCC1=O.[O:9]=[C:10]1[NH:19][C:18]2[C:13](=[CH:14][CH:15]=[CH:16][CH:17]=2)[N:12]2[CH2:20][CH2:21][N:22]([C:24]([O:26][CH2:27][C:28]3[CH:33]=[CH:32][CH:31]=[CH:30][CH:29]=3)=[O:25])[CH2:23][CH:11]12, predict the reaction product. The product is: [Br:1][C:16]1[CH:17]=[C:18]2[C:13](=[CH:14][CH:15]=1)[N:12]1[CH2:20][CH2:21][N:22]([C:24]([O:26][CH2:27][C:28]3[CH:33]=[CH:32][CH:31]=[CH:30][CH:29]=3)=[O:25])[CH2:23][CH:11]1[C:10](=[O:9])[NH:19]2. (2) Given the reactants [CH2:1]([N:3]([CH2:21][CH3:22])[C:4]([CH:6]1[CH2:10][CH2:9][N:8](C(OCC2C=CC=CC=2)=O)[CH2:7]1)=[O:5])[CH3:2].C(OCC)(=O)C, predict the reaction product. The product is: [CH2:21]([N:3]([CH2:1][CH3:2])[C:4]([CH:6]1[CH2:10][CH2:9][NH:8][CH2:7]1)=[O:5])[CH3:22]. (3) Given the reactants [Cl:1][C:2]1[S:6][C:5]([CH:7]=O)=[CH:4][CH:3]=1.C(O)(=O)[CH2:10][C:11]([OH:13])=[O:12].O.Cl, predict the reaction product. The product is: [Cl:1][C:2]1[S:6][C:5](/[CH:7]=[CH:10]/[C:11]([OH:13])=[O:12])=[CH:4][CH:3]=1. (4) Given the reactants [CH3:1][C:2]1[N:7]=[C:6]([N:8]2[CH2:13][CH2:12][CH2:11][CH2:10][CH2:9]2)[C:5]([C:14]([NH:16][C:17]2[CH:18]=[C:19]3[C:23](=[CH:24][CH:25]=2)[N:22]([C:26](=[O:42])[CH2:27][C:28]2[N:33]=[C:32]([NH:34]C(=O)OC(C)(C)C)[CH:31]=[CH:30][CH:29]=2)[CH2:21][CH2:20]3)=[O:15])=[CH:4][CH:3]=1.FC(F)(F)C(O)=O, predict the reaction product. The product is: [NH2:34][C:32]1[N:33]=[C:28]([CH2:27][C:26]([N:22]2[C:23]3[C:19](=[CH:18][C:17]([NH:16][C:14](=[O:15])[C:5]4[CH:4]=[CH:3][C:2]([CH3:1])=[N:7][C:6]=4[N:8]4[CH2:13][CH2:12][CH2:11][CH2:10][CH2:9]4)=[CH:25][CH:24]=3)[CH2:20][CH2:21]2)=[O:42])[CH:29]=[CH:30][CH:31]=1. (5) Given the reactants [CH3:1][O:2][CH2:3][CH2:4][CH2:5][N:6]1[C:11]2[CH:12]=[C:13]([CH2:16][O:17][C@@H:18]3[C@@:23]4([C:32]5[C:27](=[CH:28][C:29]([CH2:33]O)=[CH:30][CH:31]=5)[CH2:26][CH2:25][O:24]4)[CH2:22][CH2:21][N:20]([S:35]([C:38]4[CH:43]=[CH:42][C:41]([CH3:44])=[CH:40][CH:39]=4)(=[O:37])=[O:36])[CH2:19]3)[CH:14]=[CH:15][C:10]=2[O:9][CH2:8][CH2:7]1.CCN(CC)CC.CS([Cl:56])(=O)=O.C([O-])(O)=O.[Na+], predict the reaction product. The product is: [Cl:56][CH2:33][C:29]1[CH:28]=[C:27]2[C:32](=[CH:31][CH:30]=1)[C@:23]1([CH2:22][CH2:21][N:20]([S:35]([C:38]3[CH:39]=[CH:40][C:41]([CH3:44])=[CH:42][CH:43]=3)(=[O:36])=[O:37])[CH2:19][C@@H:18]1[O:17][CH2:16][C:13]1[CH:14]=[CH:15][C:10]3[O:9][CH2:8][CH2:7][N:6]([CH2:5][CH2:4][CH2:3][O:2][CH3:1])[C:11]=3[CH:12]=1)[O:24][CH2:25][CH2:26]2. (6) Given the reactants Cl[C:2]1[N:7]=[C:6]([Cl:8])[N:5]=[C:4]([C:9]2[CH:14]=[CH:13][CH:12]=[C:11]([O:15][CH3:16])[CH:10]=2)[N:3]=1.C([O-])(O)=O.[Na+].[NH2:22][C:23]1[CH:28]=[CH:27][C:26]([OH:29])=[CH:25][CH:24]=1, predict the reaction product. The product is: [Cl:8][C:6]1[N:5]=[C:4]([C:9]2[CH:14]=[CH:13][CH:12]=[C:11]([O:15][CH3:16])[CH:10]=2)[N:3]=[C:2]([NH:22][C:23]2[CH:28]=[CH:27][C:26]([OH:29])=[CH:25][CH:24]=2)[N:7]=1. (7) Given the reactants [C:1]([O:5][C:6](=[O:31])[CH2:7][N:8]1[C:16]2[C:11](=[CH:12][CH:13]=[CH:14][CH:15]=2)[C:10]([CH:17]=[N:18][S:19]([CH:22]=[CH:23][C:24]2[CH:29]=[CH:28][CH:27]=[CH:26][CH:25]=2)(=[O:21])=[O:20])=[C:9]1[CH3:30])([CH3:4])([CH3:3])[CH3:2].C[Al](C)C.[CH:36]([Mg]Br)=[CH2:37], predict the reaction product. The product is: [C:1]([O:5][C:6](=[O:31])[CH2:7][N:8]1[C:16]2[C:11](=[CH:12][CH:13]=[CH:14][CH:15]=2)[C:10]([CH:17]([NH:18][S:19]([CH:22]=[CH:23][C:24]2[CH:29]=[CH:28][CH:27]=[CH:26][CH:25]=2)(=[O:21])=[O:20])[CH:36]=[CH2:37])=[C:9]1[CH3:30])([CH3:4])([CH3:3])[CH3:2]. (8) Given the reactants [CH3:1][S:2]([N:5]1[C:9]2=[CH:10][CH:11]=[C:12]3[C:17]([N:16]=[C:15]([C:18]4[CH:24]=[CH:23][C:21]([NH2:22])=[CH:20][CH:19]=4)[N:14]=[C:13]3[N:25]3[CH2:30][CH2:29][O:28][CH2:27][CH2:26]3)=[C:8]2[CH:7]=[CH:6]1)(=[O:4])=[O:3].Cl[C:32]([O:34][CH3:35])=[O:33], predict the reaction product. The product is: [CH3:1][S:2]([N:5]1[C:9]2=[CH:10][CH:11]=[C:12]3[C:17]([N:16]=[C:15]([C:18]4[CH:19]=[CH:20][C:21]([NH:22][C:32](=[O:33])[O:34][CH3:35])=[CH:23][CH:24]=4)[N:14]=[C:13]3[N:25]3[CH2:30][CH2:29][O:28][CH2:27][CH2:26]3)=[C:8]2[CH:7]=[CH:6]1)(=[O:4])=[O:3].